Task: Predict the reactants needed to synthesize the given product.. Dataset: Full USPTO retrosynthesis dataset with 1.9M reactions from patents (1976-2016) The reactants are: [OH:1][C:2]1[CH:7]=[C:6]([O:8][CH2:9][CH2:10][O:11][CH3:12])[CH:5]=[CH:4][C:3]=1/[CH:13]=[CH:14]/[C:15]([O:17][CH2:18][CH3:19])=[O:16].Br[C:21]1[S:22][C:23]([Br:26])=[CH:24][N:25]=1.C(=O)([O-])[O-].[K+].[K+].O. Given the product [Br:26][C:23]1[S:22][C:21]([O:1][C:2]2[CH:7]=[C:6]([O:8][CH2:9][CH2:10][O:11][CH3:12])[CH:5]=[CH:4][C:3]=2/[CH:13]=[CH:14]/[C:15]([O:17][CH2:18][CH3:19])=[O:16])=[N:25][CH:24]=1, predict the reactants needed to synthesize it.